From a dataset of Forward reaction prediction with 1.9M reactions from USPTO patents (1976-2016). Predict the product of the given reaction. (1) Given the reactants [Cl:1][C:2]1[C:7]([C:8](O)=[O:9])=[CH:6][N:5]=[C:4]([C:11]([F:14])([F:13])[F:12])[CH:3]=1.B.C1COCC1.[NH4+].[Cl-].O, predict the reaction product. The product is: [Cl:1][C:2]1[CH:3]=[C:4]([C:11]([F:12])([F:13])[F:14])[N:5]=[CH:6][C:7]=1[CH2:8][OH:9]. (2) Given the reactants [CH2:1]([OH:23])[C@H:2]1[O:7][C@H:6]([O:8][C@:9]2([CH2:18][OH:19])[O:13][C@H:12]([CH2:14][OH:15])[C@@H:11]([OH:16])[C@@H:10]2[OH:17])[C@H:5]([OH:20])[C@@H:4]([OH:21])[C@@H:3]1[OH:22].O.[C:25]1([CH:33]=[CH:34][C:35]2[CH:41]=[CH:40][C:38]([OH:39])=[CH:37][CH:36]=2)[CH:32]=[C:30]([OH:31])[CH:29]=[C:27]([OH:28])[CH:26]=1.[OH:42]CC([C@H]([C@@H]([C@@H](CO)O)O)O)=O, predict the reaction product. The product is: [C:25]1([CH:33]=[CH:34][C:35]2[CH:41]=[CH:40][C:38]([OH:39])=[CH:37][CH:36]=2)[CH:32]=[C:30]([OH:31])[CH:29]=[C:27]([OH:28])[CH:26]=1.[CH2:1]([OH:23])[C@H:2]1[O:7][C@H:6]([O:8][C@:9]2([CH2:18][OH:19])[O:13][C@H:12]([CH2:14][OH:15])[C@@H:11]([OH:16])[C@@H:10]2[OH:17])[C@H:5]([OH:20])[C@@H:4]([OH:21])[C@@H:3]1[OH:22].[OH2:42]. (3) Given the reactants [S:1]1[CH:5]=[CH:4][CH:3]=[C:2]1[CH:6]=O.[NH2:8][C:9]1[CH:21]=[CH:20][C:19]2[C:18]3[C:13](=[CH:14][C:15]([NH2:22])=[CH:16][CH:17]=3)[CH2:12][C:11]=2[CH:10]=1.[C:23](O)([C:25](F)(F)F)=O, predict the reaction product. The product is: [S:1]1[CH:5]=[CH:4][CH:3]=[C:2]1[CH:6]=[N:8][C:9]1[CH:10]=[C:11]2[C:19]([C:18]3[CH:17]=[CH:16][C:15]([N:22]=[CH:3][C:2]4[S:1][CH:5]=[CH:23][CH:25]=4)=[CH:14][C:13]=3[CH2:12]2)=[CH:20][CH:21]=1. (4) Given the reactants Br[C:2]1[CH:22]=[C:21]([F:23])[C:5]2[NH:6][C:7]([CH2:9][C:10]3[C:18]([CH3:19])=[CH:17][C:16]([CH3:20])=[C:15]4[C:11]=3[CH:12]=[CH:13][NH:14]4)=[N:8][C:4]=2[CH:3]=1.[CH3:24][N:25](C=O)C, predict the reaction product. The product is: [CH3:19][C:18]1[C:10]([CH2:9][C:7]2[NH:6][C:5]3[C:21]([F:23])=[CH:22][C:2]([C:24]#[N:25])=[CH:3][C:4]=3[N:8]=2)=[C:11]2[C:15](=[C:16]([CH3:20])[CH:17]=1)[NH:14][CH:13]=[CH:12]2. (5) Given the reactants [CH3:1][CH:2]1[NH:6][CH2:5][C:4]2([CH2:11][CH2:10][N:9]([CH3:12])[CH2:8][CH2:7]2)[S:3]1.C(N(CC)CC)C.[F:20][C:21]1[CH:26]=[CH:25][C:24]([S:27](Cl)(=[O:29])=[O:28])=[CH:23][CH:22]=1, predict the reaction product. The product is: [F:20][C:21]1[CH:26]=[CH:25][C:24]([S:27]([N:6]2[CH2:5][C:4]3([CH2:11][CH2:10][N:9]([CH3:12])[CH2:8][CH2:7]3)[S:3][CH:2]2[CH3:1])(=[O:29])=[O:28])=[CH:23][CH:22]=1. (6) Given the reactants [Cl:1][C:2]1[CH:3]=[N:4][CH:5]=[C:6]([Cl:20])[C:7]=1[S:8][C:9]1[S:13][C:12]([C:14]([OH:16])=O)=[CH:11][C:10]=1[N+:17]([O-:19])=[O:18].[CH3:21][N:22]1[CH2:27][CH2:26][NH:25][CH2:24][CH2:23]1, predict the reaction product. The product is: [Cl:20][C:6]1[CH:5]=[N:4][CH:3]=[C:2]([Cl:1])[C:7]=1[S:8][C:9]1[S:13][C:12]([C:14]([N:25]2[CH2:26][CH2:27][N:22]([CH3:21])[CH2:23][CH2:24]2)=[O:16])=[CH:11][C:10]=1[N+:17]([O-:19])=[O:18].